This data is from Reaction yield outcomes from USPTO patents with 853,638 reactions. The task is: Predict the reaction yield, written as a fraction of the theoretical maximum amount of product (1.0 means a 100% yield; for example, 0.34 means a 34% yield). The product is [C:17]([C:16]1[CH:19]=[CH:20][C:13]([C:1]2[CH:6]=[CH:5][CH:4]=[CH:3][CH:2]=2)=[CH:14][CH:15]=1)#[N:18]. The catalyst is C([O-])(=O)C.[Pd+2].C([O-])(=O)C.C(P(C(C)(C)C)C1C=CC=CC=1C1C=CC=CC=1)(C)(C)C. The yield is 0.890. The reactants are [C:1]1(B(O)O)[CH:6]=[CH:5][CH:4]=[CH:3][CH:2]=1.[F-].[K+].Cl[C:13]1[CH:20]=[CH:19][C:16]([C:17]#[N:18])=[CH:15][CH:14]=1.